Dataset: CYP1A2 inhibition data for predicting drug metabolism from PubChem BioAssay. Task: Regression/Classification. Given a drug SMILES string, predict its absorption, distribution, metabolism, or excretion properties. Task type varies by dataset: regression for continuous measurements (e.g., permeability, clearance, half-life) or binary classification for categorical outcomes (e.g., BBB penetration, CYP inhibition). Dataset: cyp1a2_veith. (1) The molecule is C=CCn1c(SCC)nc2sc3c(c2c1=O)CCc1ccccc1-3. The result is 1 (inhibitor). (2) The compound is Cc1cc(C)nc(Nc2n[nH]c(COc3cccc4ccccc34)n2)n1. The result is 1 (inhibitor). (3) The molecule is CC(C)(C)c1cc2cccnc2n1Cc1ccccc1. The result is 1 (inhibitor). (4) The compound is CC[n+]1c(P(=O)([O-])c2ccccc2)[nH]c2ccccc21. The result is 0 (non-inhibitor). (5) The drug is CCC/C=C(\CCC)C(NC(=O)c1cccs1)c1ccc(C(=O)OC)cc1. The result is 1 (inhibitor). (6) The drug is C[N+](C)(C)CCCCCC[N+](C)(C)C.O.O.[Br-].[Br-]. The result is 0 (non-inhibitor).